Dataset: Full USPTO retrosynthesis dataset with 1.9M reactions from patents (1976-2016). Task: Predict the reactants needed to synthesize the given product. (1) Given the product [CH2:7]([O:14][C:15]([NH:17][C@@H:18]1[CH2:23][CH2:22][C:21]([OH:24])([CH3:36])[CH2:20][C@@H:19]1[NH:25][C:26]([O:28][CH2:29][C:30]1[CH:35]=[CH:34][CH:33]=[CH:32][CH:31]=1)=[O:27])=[O:16])[C:8]1[CH:9]=[CH:10][CH:11]=[CH:12][CH:13]=1, predict the reactants needed to synthesize it. The reactants are: [Cl-].[Ce+3].[Cl-].[Cl-].C[Li].[CH2:7]([O:14][C:15]([NH:17][C@@H:18]1[CH2:23][CH2:22][C:21](=[O:24])[CH2:20][C@@H:19]1[NH:25][C:26]([O:28][CH2:29][C:30]1[CH:35]=[CH:34][CH:33]=[CH:32][CH:31]=1)=[O:27])=[O:16])[C:8]1[CH:13]=[CH:12][CH:11]=[CH:10][CH:9]=1.[C:36](O)(=O)C. (2) The reactants are: [NH2:1][C:2]1[C:10]([C:11]([F:14])([F:13])[F:12])=[CH:9][CH:8]=[CH:7][C:3]=1[C:4]([OH:6])=O.N1[CH:19]=[CH:18]N=C1.C(Cl)(=O)C.Cl.[NH2:25][CH:26]1[CH2:31][CH2:30][C:29](=[O:32])[NH:28][C:27]1=[O:33].P(OC1C=CC=CC=1)(OC1C=CC=CC=1)OC1C=CC=CC=1. Given the product [CH3:18][C:19]1[N:25]([CH:26]2[CH2:31][CH2:30][C:29](=[O:32])[NH:28][C:27]2=[O:33])[C:4](=[O:6])[C:3]2[C:2](=[C:10]([C:11]([F:14])([F:13])[F:12])[CH:9]=[CH:8][CH:7]=2)[N:1]=1, predict the reactants needed to synthesize it. (3) Given the product [C:13]([NH:1][C@H:2]([C:10]([OH:12])=[O:11])[CH2:3][C:4]1[CH:9]=[CH:8][CH:7]=[CH:6][CH:5]=1)(=[O:15])[CH3:14], predict the reactants needed to synthesize it. The reactants are: [NH2:1][C@H:2]([C:10]([OH:12])=[O:11])[CH2:3][C:4]1[CH:9]=[CH:8][CH:7]=[CH:6][CH:5]=1.[C:13](O)(=[O:15])[CH3:14]. (4) Given the product [CH:1]1([CH2:4][N:5]([CH2:16][C:17]2[N:18]=[C:19]3[CH:24]=[CH:23][CH:22]=[C:21]([N:25]4[CH2:30][CH2:29][N:28]([CH3:31])[CH2:27][CH2:26]4)[N:20]3[C:32]=2[C:33]#[N:36])[C@@H:6]2[C:15]3[N:14]=[CH:13][CH:12]=[CH:11][C:10]=3[CH2:9][CH2:8][CH2:7]2)[CH2:3][CH2:2]1, predict the reactants needed to synthesize it. The reactants are: [CH:1]1([CH2:4][N:5]([CH2:16][C:17]2[N:18]=[C:19]3[CH:24]=[CH:23][CH:22]=[C:21]([N:25]4[CH2:30][CH2:29][N:28]([CH3:31])[CH2:27][CH2:26]4)[N:20]3[C:32]=2[CH:33]=O)[C@@H:6]2[C:15]3[N:14]=[CH:13][CH:12]=[CH:11][C:10]=3[CH2:9][CH2:8][CH2:7]2)[CH2:3][CH2:2]1.Cl.[NH2:36]O. (5) Given the product [CH3:13][C:10]1[CH:9]=[C:4]2[C:3]([CH2:8][O:7][C:5]2=[O:6])=[CH:12][CH:11]=1, predict the reactants needed to synthesize it. The reactants are: BrC[C:3]1[CH:12]=[CH:11][C:10]([CH3:13])=[CH:9][C:4]=1[C:5]([O:7][CH3:8])=[O:6].C(=O)([O-])[O-].[Ca+2].